From a dataset of Catalyst prediction with 721,799 reactions and 888 catalyst types from USPTO. Predict which catalyst facilitates the given reaction. (1) Reactant: Cl[C:2]1[N:11]=[C:10]([NH:12][CH2:13][CH:14]([C:21]2[CH:26]=[CH:25][CH:24]=[CH:23][CH:22]=2)[C:15]2[CH:20]=[CH:19][N:18]=[CH:17][CH:16]=2)[C:9]2[C:4](=[CH:5][CH:6]=[CH:7][CH:8]=2)[N:3]=1.[CH3:27][S:28]([NH:31][C:32]1[CH:37]=[CH:36][C:35](B(O)O)=[CH:34][CH:33]=1)(=[O:30])=[O:29].C1(C(C2C=CC=CN=2)CNC2C3C(=CC=CC=3)N=C(C3C=CC(NS(C)(=O)=O)=CC=3)N=2)C=CC=CC=1. The catalyst class is: 147. Product: [C:21]1([CH:14]([C:15]2[CH:20]=[CH:19][N:18]=[CH:17][CH:16]=2)[CH2:13][NH:12][C:10]2[C:9]3[C:4](=[CH:5][CH:6]=[CH:7][CH:8]=3)[N:3]=[C:2]([C:35]3[CH:34]=[CH:33][C:32]([NH:31][S:28]([CH3:27])(=[O:29])=[O:30])=[CH:37][CH:36]=3)[N:11]=2)[CH:26]=[CH:25][CH:24]=[CH:23][CH:22]=1. (2) Reactant: [N:1]([CH:4]1[CH2:6][CH:5]1[C:7]1[CH:12]=[CH:11][CH:10]=[CH:9][CH:8]=1)=[C:2]=[O:3].C1CCN2C(=NCCC2)CC1.Cl[CH2:25][CH2:26][C:27]([C:32]1[CH:37]=[CH:36][CH:35]=[CH:34][CH:33]=1)([OH:31])[CH2:28][CH:29]=[CH2:30]. Product: [CH2:28]([C:27]1([C:32]2[CH:37]=[CH:36][CH:35]=[CH:34][CH:33]=2)[O:31][C:2](=[O:3])[N:1]([CH:4]2[CH2:6][CH:5]2[C:7]2[CH:12]=[CH:11][CH:10]=[CH:9][CH:8]=2)[CH2:25][CH2:26]1)[CH:29]=[CH2:30]. The catalyst class is: 49. (3) Reactant: [CH2:1]([O:8][C:9]1[C:14]([CH3:15])=[CH:13][C:12]([C:16]2[NH:25][C:24](=[O:26])[C:23]3[C:18](=[CH:19][C:20](F)=[CH:21][C:22]=3[O:27][CH2:28][CH2:29][N:30]([CH3:32])[CH3:31])[N:17]=2)=[CH:11][C:10]=1[CH3:34])[C:2]1[CH:7]=[CH:6][CH:5]=[CH:4][CH:3]=1.[CH3:35][O-:36].[Na+].CO. Product: [CH2:1]([O:8][C:9]1[C:14]([CH3:15])=[CH:13][C:12]([C:16]2[NH:25][C:24](=[O:26])[C:23]3[C:18](=[CH:19][C:20]([O:36][CH3:35])=[CH:21][C:22]=3[O:27][CH2:28][CH2:29][N:30]([CH3:32])[CH3:31])[N:17]=2)=[CH:11][C:10]=1[CH3:34])[C:2]1[CH:7]=[CH:6][CH:5]=[CH:4][CH:3]=1. The catalyst class is: 18. (4) Reactant: [CH3:1][C@H:2]1[C@@H:6]([C:7]2[N:11]3[C:12]4[CH:18]=[CH:17][N:16]([S:19]([C:22]5[CH:28]=[CH:27][C:25]([CH3:26])=[CH:24][CH:23]=5)(=[O:21])=[O:20])[C:13]=4[N:14]=[CH:15][C:10]3=[N:9][CH:8]=2)[CH2:5][C:4](=[O:29])[CH2:3]1.[BH4-].[Na+]. Product: [CH3:1][C@H:2]1[C@@H:6]([C:7]2[N:11]3[C:12]4[CH:18]=[CH:17][N:16]([S:19]([C:22]5[CH:23]=[CH:24][C:25]([CH3:26])=[CH:27][CH:28]=5)(=[O:21])=[O:20])[C:13]=4[N:14]=[CH:15][C:10]3=[N:9][CH:8]=2)[CH2:5][C@@H:4]([OH:29])[CH2:3]1. The catalyst class is: 5. (5) Reactant: [C:1]([O:5][C:6]([N:8]1[CH2:11][CH:10]([OH:12])[CH2:9]1)=[O:7])([CH3:4])([CH3:3])[CH3:2].CCN(CC)CC.[CH3:20][S:21](Cl)(=[O:23])=[O:22]. Product: [C:1]([O:5][C:6]([N:8]1[CH2:11][CH:10]([O:12][S:21]([CH3:20])(=[O:23])=[O:22])[CH2:9]1)=[O:7])([CH3:4])([CH3:2])[CH3:3]. The catalyst class is: 448. (6) Reactant: [OH:1][CH2:2][C:3]([CH3:8])([CH3:7])[C:4]([OH:6])=O.CN(C(ON1N=NC2C=CC=NC1=2)=[N+](C)C)C.F[P-](F)(F)(F)(F)F.CCN(C(C)C)C(C)C.O[N:43]=[C:44]([NH2:65])[NH:45][C:46]1[CH:47]=[CH:48][C:49]([CH3:64])=[C:50]([NH:52][C:53]([C:55]2[N:59]3[CH:60]=[CH:61][CH:62]=[CH:63][C:58]3=[N:57][CH:56]=2)=[O:54])[CH:51]=1. Product: [OH:1][CH2:2][C:3]([C:4]1[O:6][N:65]=[C:44]([NH:45][C:46]2[CH:47]=[CH:48][C:49]([CH3:64])=[C:50]([NH:52][C:53]([C:55]3[N:59]4[CH:60]=[CH:61][CH:62]=[CH:63][C:58]4=[N:57][CH:56]=3)=[O:54])[CH:51]=2)[N:43]=1)([CH3:8])[CH3:7]. The catalyst class is: 18. (7) Product: [C:1]([O:9][C:10]1[CH:19]=[CH:18][C:17]2[C:12](=[CH:13][CH:14]=[C:15]([OH:20])[C:16]=2[N+:21]([O-:23])=[O:22])[CH:11]=1)(=[O:8])[C:2]1[CH:7]=[CH:6][CH:5]=[CH:4][CH:3]=1. Reactant: [C:1]([O:9][C:10]1[CH:19]=[CH:18][C:17]2[C:12](=[CH:13][CH:14]=[C:15]([OH:20])[CH:16]=2)[CH:11]=1)(=[O:8])[C:2]1[CH:7]=[CH:6][CH:5]=[CH:4][CH:3]=1.[N+:21]([O-])([OH:23])=[O:22].O. The catalyst class is: 15.